Dataset: Full USPTO retrosynthesis dataset with 1.9M reactions from patents (1976-2016). Task: Predict the reactants needed to synthesize the given product. (1) Given the product [CH2:13]([N:6]1[C:5]([C:9]([O:11][CH3:12])=[O:10])=[C:4]([N+:1]([O-:3])=[O:2])[CH:8]=[N:7]1)[CH3:14], predict the reactants needed to synthesize it. The reactants are: [N+:1]([C:4]1[C:5]([C:9]([O:11][CH3:12])=[O:10])=[N:6][NH:7][CH:8]=1)([O-:3])=[O:2].[CH2:13](I)[CH3:14].C([O-])([O-])=O.[K+].[K+]. (2) Given the product [F:38][C:37]1[C:32]([F:31])=[C:33]([C:40]2[CH2:41][CH2:42][C:43](=[O:46])[NH:44][N:45]=2)[CH:34]=[CH:35][C:36]=1[O:39][CH2:2][CH2:3][CH2:4][CH2:5][N:6]1[C:11](=[O:12])[CH:10]=[CH:9][C:8]([C:13]2[C:21]3[NH:20][C:19]([C:22]([F:24])([F:23])[F:25])=[N:18][C:17]=3[C:16]([O:29][CH3:30])=[CH:15][CH:14]=2)=[N:7]1, predict the reactants needed to synthesize it. The reactants are: Br[CH2:2][CH2:3][CH2:4][CH2:5][N:6]1[C:11](=[O:12])[CH:10]=[CH:9][C:8]([C:13]2[C:21]3[N:20]=[C:19]([C:22]([F:25])([F:24])[F:23])[N:18](COC)[C:17]=3[C:16]([O:29][CH3:30])=[CH:15][CH:14]=2)=[N:7]1.[F:31][C:32]1[C:37]([F:38])=[C:36]([OH:39])[CH:35]=[CH:34][C:33]=1[C:40]1[CH2:41][CH2:42][C:43](=[O:46])[NH:44][N:45]=1. (3) Given the product [Br:1][C:2]1[CH:9]=[CH:8][C:7]([F:10])=[CH:6][C:3]=1[CH2:4][OH:5], predict the reactants needed to synthesize it. The reactants are: [Br:1][C:2]1[CH:9]=[CH:8][C:7]([F:10])=[CH:6][C:3]=1[CH:4]=[O:5].[BH4-].[Na+]. (4) The reactants are: [Cl:1][C:2]1[CH:3]=[C:4]([C:9]2[N:14]=[C:13]([C:15]([OH:17])=O)[CH:12]=[CH:11][CH:10]=2)[CH:5]=[C:6]([Cl:8])[CH:7]=1.[CH2:18]([O:20][C:21](=[O:31])[CH2:22][O:23][C:24]1[CH:29]=[CH:28][CH:27]=[C:26]([NH2:30])[CH:25]=1)[CH3:19]. Given the product [CH2:18]([O:20][C:21](=[O:31])[CH2:22][O:23][C:24]1[CH:29]=[CH:28][CH:27]=[C:26]([NH:30][C:15]([C:13]2[CH:12]=[CH:11][CH:10]=[C:9]([C:4]3[CH:5]=[C:6]([Cl:8])[CH:7]=[C:2]([Cl:1])[CH:3]=3)[N:14]=2)=[O:17])[CH:25]=1)[CH3:19], predict the reactants needed to synthesize it. (5) Given the product [CH2:1]([S:8][C:9]1[CH:18]=[C:17]2[C:12](=[CH:11][CH:10]=1)[C:13]([C:24]1[CH:25]=[C:26]([CH3:27])[C:21]([Cl:20])=[CH:22][C:23]=1[O:37][CH3:38])=[N:14][CH:15]=[CH:49]2)[C:2]1[CH:7]=[CH:6][CH:5]=[CH:4][CH:3]=1, predict the reactants needed to synthesize it. The reactants are: [CH2:1]([S:8][C:9]1[CH:18]=[C:17]2[C:12]([C:13](Cl)=[N:14][CH:15]=N2)=[CH:11][CH:10]=1)[C:2]1[CH:7]=[CH:6][CH:5]=[CH:4][CH:3]=1.[Cl:20][C:21]1[C:26]([CH3:27])=[CH:25][C:24](B2OC(C)(C)C(C)(C)O2)=[C:23]([O:37][CH3:38])[CH:22]=1.P([O-])([O-])([O-])=O.[K+].[K+].[K+].O.O1CCOC[CH2:49]1. (6) Given the product [C:1]([O:5][C:6](=[O:18])[NH:7][C:8]1[CH:13]=[C:12]([NH2:14])[CH:11]=[CH:10][C:9]=1[F:17])([CH3:4])([CH3:2])[CH3:3], predict the reactants needed to synthesize it. The reactants are: [C:1]([O:5][C:6](=[O:18])[NH:7][C:8]1[CH:13]=[C:12]([N+:14]([O-])=O)[CH:11]=[CH:10][C:9]=1[F:17])([CH3:4])([CH3:3])[CH3:2].C(OC(N(C1C=C([N+]([O-])=O)C=CC=1F)C(OC(C)(C)C)=O)=O)(C)(C)C.O1CCCC1.C(=O)([O-])[O-].[K+].[K+]. (7) Given the product [CH2:34]([C:21]1([CH2:23][C:24]([F:25])([F:26])[F:27])[CH2:20][O:19][C:11]2=[C:12]3[C:7](=[CH:8][CH:9]=[C:10]2[N:22]1[CH3:28])[N:6]=[C:5]([O:4][CH:1]([CH3:3])[CH3:2])[CH:14]=[C:13]3[C:15]([F:16])([F:17])[F:18])[CH3:35], predict the reactants needed to synthesize it. The reactants are: [CH:1]([O:4][C:5]1[CH:14]=[C:13]([C:15]([F:18])([F:17])[F:16])[C:12]2[C:7](=[CH:8][CH:9]=[C:10]3[NH:22][CH:21]([CH2:23][C:24]([F:27])([F:26])[F:25])[CH2:20][O:19][C:11]3=2)[N:6]=1)([CH3:3])[CH3:2].[CH2:28]=O.[BH3-]C#N.[Na+].[C:34](O)(=O)[CH3:35]. (8) Given the product [Cl:23][CH:7]([CH:1]1[CH2:6][CH2:5][CH2:4][CH2:3][CH2:2]1)[C:9]1[S:10][C:11]([C:15]2[CH:20]=[CH:19][CH:18]=[CH:17][CH:16]=2)=[CH:12][C:13]=1[CH3:14], predict the reactants needed to synthesize it. The reactants are: [CH:1]1([CH:7]([C:9]2[S:10][C:11]([C:15]3[CH:20]=[CH:19][CH:18]=[CH:17][CH:16]=3)=[CH:12][C:13]=2[CH3:14])O)[CH2:6][CH2:5][CH2:4][CH2:3][CH2:2]1.S(Cl)([Cl:23])=O. (9) Given the product [CH:1]1([CH2:7][O:8][CH2:9][CH2:10][C:11]([O:13][C:14]([CH3:17])([CH3:16])[CH3:15])=[O:12])[CH2:6][CH2:5][CH2:4][CH2:3][CH2:2]1, predict the reactants needed to synthesize it. The reactants are: [CH:1]1([CH2:7][O:8][CH:9]=[CH:10][C:11]([O:13][C:14]([CH3:17])([CH3:16])[CH3:15])=[O:12])[CH2:6][CH2:5][CH2:4][CH2:3][CH2:2]1. (10) Given the product [CH3:1][C:2]1[CH:7]=[C:6]([CH3:8])[C:5]([S:9]([CH2:10][C:11]([F:14])([F:13])[F:12])=[O:24])=[CH:4][C:3]=1[OH:15], predict the reactants needed to synthesize it. The reactants are: [CH3:1][C:2]1[CH:7]=[C:6]([CH3:8])[C:5]([S:9][CH2:10][C:11]([F:14])([F:13])[F:12])=[CH:4][C:3]=1[OH:15].ClC1C=CC=C(C(OO)=[O:24])C=1.S([O-])([O-])(=O)=S.[Na+].[Na+].